This data is from Reaction yield outcomes from USPTO patents with 853,638 reactions. The task is: Predict the reaction yield, written as a fraction of the theoretical maximum amount of product (1.0 means a 100% yield; for example, 0.34 means a 34% yield). (1) The reactants are [CH:1]1(/[C:6](/[N:10]2[CH:14]=[C:13]([C:15]3[C:16]4[CH:23]=[CH:22][N:21](COCC[Si](C)(C)C)[C:17]=4[N:18]=[CH:19][N:20]=3)[CH:12]=[N:11]2)=[CH:7]/[C:8]#[N:9])[CH2:5][CH2:4][CH2:3][CH2:2]1. The catalyst is C(Cl)Cl.C(O)(C(F)(F)F)=O. The product is [CH:1]1(/[C:6](/[N:10]2[CH:14]=[C:13]([C:15]3[C:16]4[CH:23]=[CH:22][NH:21][C:17]=4[N:18]=[CH:19][N:20]=3)[CH:12]=[N:11]2)=[CH:7]/[C:8]#[N:9])[CH2:5][CH2:4][CH2:3][CH2:2]1. The yield is 0.760. (2) The reactants are C(OC([N:11]1[CH2:16][CH2:15][N:14]([C:17]2[C:25]3[S:24][C:23]([NH:26][C:27]([C:29]4[S:30][C:31]([CH3:34])=[CH:32][CH:33]=4)=[O:28])=[N:22][C:21]=3[C:20]([O:35][CH3:36])=[CH:19][CH:18]=2)[CH2:13][CH2:12]1)=O)C1C=CC=CC=1.B(F)(F)F.CCOCC.C(S)C. The catalyst is ClCCl. The product is [CH3:36][O:35][C:20]1[C:21]2[N:22]=[C:23]([NH:26][C:27]([C:29]3[S:30][C:31]([CH3:34])=[CH:32][CH:33]=3)=[O:28])[S:24][C:25]=2[C:17]([N:14]2[CH2:13][CH2:12][NH:11][CH2:16][CH2:15]2)=[CH:18][CH:19]=1. The yield is 0.580. (3) The reactants are [Cl:1][C:2]1[CH:11]=[CH:10][C:5]([C:6]([O:8][CH3:9])=[O:7])=[C:4]([NH:12][CH2:13][CH2:14][CH2:15][OH:16])[C:3]=1[NH:17][C:18](=S)[NH:19][C:20]1[C:21]([C:28]([F:31])([F:30])[F:29])=[N:22][C:23]([O:26][CH3:27])=[CH:24][CH:25]=1.Cl.C(N=C=NCCCN(C)C)C.C(N(CC)CC)C.O. The catalyst is O1CCCC1. The product is [Cl:1][C:2]1[C:3]2[N:17]=[C:18]([NH:19][C:20]3[C:21]([C:28]([F:31])([F:30])[F:29])=[N:22][C:23]([O:26][CH3:27])=[CH:24][CH:25]=3)[N:12]([CH2:13][CH2:14][CH2:15][OH:16])[C:4]=2[C:5]([C:6]([O:8][CH3:9])=[O:7])=[CH:10][CH:11]=1. The yield is 0.870. (4) The reactants are [NH:1]1[C:5]([C:6]2[CH:7]=[C:8]([NH2:12])[CH:9]=[CH:10][CH:11]=2)=[N:4][N:3]=[N:2]1.[CH3:13][C:14]1[C:18]2[CH:19]=[C:20]([CH3:23])[CH:21]=[CH:22][C:17]=2[S:16][C:15]=1[S:24](Cl)(=[O:26])=[O:25]. The catalyst is C(Cl)Cl. The product is [CH3:13][C:14]1[C:18]2[CH:19]=[C:20]([CH3:23])[CH:21]=[CH:22][C:17]=2[S:16][C:15]=1[S:24]([NH:12][C:8]1[CH:9]=[CH:10][CH:11]=[C:6]([C:5]2[NH:1][N:2]=[N:3][N:4]=2)[CH:7]=1)(=[O:25])=[O:26]. The yield is 0.270. (5) The reactants are [N:1]1([CH:7]2[CH2:12][CH2:11][N:10]([C:13]([C:15]3[CH:16]=[C:17]4[C:21](=[CH:22][CH:23]=3)[NH:20][C:19]([C:24]([N:26]3[CH2:31][CH2:30][C:29]([F:33])([F:32])[CH2:28][CH2:27]3)=[O:25])=[CH:18]4)=[O:14])[CH2:9][CH2:8]2)[CH2:6][CH2:5][CH2:4][CH2:3][CH2:2]1.[H-].[Na+].Br[CH:37]([CH3:39])[CH3:38]. The catalyst is CN(C)C=O. The product is [N:1]1([CH:7]2[CH2:12][CH2:11][N:10]([C:13]([C:15]3[CH:16]=[C:17]4[C:21](=[CH:22][CH:23]=3)[N:20]([CH:37]([CH3:39])[CH3:38])[C:19]([C:24]([N:26]3[CH2:31][CH2:30][C:29]([F:33])([F:32])[CH2:28][CH2:27]3)=[O:25])=[CH:18]4)=[O:14])[CH2:9][CH2:8]2)[CH2:2][CH2:3][CH2:4][CH2:5][CH2:6]1. The yield is 0.620. (6) The reactants are [Br:1][C:2]1[CH:3]=[C:4]([CH:7]=[C:8]([O:11]C)[C:9]=1[OH:10])[CH:5]=[O:6].[Al+3].[Cl-].[Cl-].[Cl-].N1C=CC=CC=1.Cl. The yield is 0.710. The catalyst is C(Cl)Cl. The product is [Br:1][C:2]1[CH:3]=[C:4]([CH:7]=[C:8]([OH:11])[C:9]=1[OH:10])[CH:5]=[O:6].